The task is: Predict the reaction yield, written as a fraction of the theoretical maximum amount of product (1.0 means a 100% yield; for example, 0.34 means a 34% yield).. This data is from Reaction yield outcomes from USPTO patents with 853,638 reactions. (1) The reactants are [C:1]1([S:7][CH2:8][C@H:9]([NH:14][C:15]2[CH:20]=[CH:19][C:18]([S:21](=[O:24])(=[O:23])[NH2:22])=[CH:17][C:16]=2[S:25]([C:28]([F:31])([F:30])[F:29])(=[O:27])=[O:26])[CH2:10][C:11](O)=[O:12])[CH:6]=[CH:5][CH:4]=[CH:3][CH:2]=1.[CH2:32]([N:34]([CH2:37][C@@H:38]1[CH2:43][O:42][CH2:41][CH2:40][N:39]1C(OC(C)(C)C)=O)[CH2:35][CH3:36])[CH3:33].CCN(C(C)C)C(C)C.CN(C(ON1N=NC2C=CC=NC1=2)=[N+](C)C)C.F[P-](F)(F)(F)(F)F. The catalyst is CC(N(C)C)=O.C(OCC)(=O)C. The product is [CH2:32]([N:34]([CH2:37][C@H:38]1[N:39]([C:11](=[O:12])[CH2:10][C@@H:9]([NH:14][C:15]2[CH:20]=[CH:19][C:18]([S:21]([NH2:22])(=[O:23])=[O:24])=[CH:17][C:16]=2[S:25]([C:28]([F:29])([F:31])[F:30])(=[O:27])=[O:26])[CH2:8][S:7][C:1]2[CH:2]=[CH:3][CH:4]=[CH:5][CH:6]=2)[CH2:40][CH2:41][O:42][CH2:43]1)[CH2:35][CH3:36])[CH3:33]. The yield is 0.305. (2) The reactants are C([N:5]1[C:9]([NH:10][C:11]2[CH:16]=[CH:15][C:14]([S:17]([NH:20][C:21]3[S:22][CH:23]=[CH:24][N:25]=3)(=[O:19])=[O:18])=[CH:13][CH:12]=2)=[CH:8][C:7]([C:26]([CH3:29])([CH3:28])[CH3:27])=[N:6]1)(C)(C)C. The catalyst is C(O)=O. The product is [C:26]([C:7]1[CH:8]=[C:9]([NH:10][C:11]2[CH:16]=[CH:15][C:14]([S:17]([NH:20][C:21]3[S:22][CH:23]=[CH:24][N:25]=3)(=[O:19])=[O:18])=[CH:13][CH:12]=2)[NH:5][N:6]=1)([CH3:29])([CH3:27])[CH3:28]. The yield is 0.600. (3) The reactants are [Cl:1][C:2]1[N:7]=[C:6]([NH:8][NH:9][C:10](=[O:29])[C@H:11]([CH2:23][CH:24]2[CH2:28][CH2:27][CH2:26][CH2:25]2)[CH2:12][N:13]([O:16]C2CCCCO2)[CH:14]=[O:15])[C:5]([F:30])=[C:4]([N:31]2[CH2:37][CH:36]([N:38]([CH3:40])[CH3:39])[C:33]3([CH2:35][CH2:34]3)[CH2:32]2)[N:3]=1. The catalyst is CC(O)=O.O. The product is [Cl:1][C:2]1[N:7]=[C:6]([NH:8][NH:9][C:10](=[O:29])[C@H:11]([CH2:23][CH:24]2[CH2:25][CH2:26][CH2:27][CH2:28]2)[CH2:12][N:13]([OH:16])[CH:14]=[O:15])[C:5]([F:30])=[C:4]([N:31]2[CH2:37][CH:36]([N:38]([CH3:40])[CH3:39])[C:33]3([CH2:35][CH2:34]3)[CH2:32]2)[N:3]=1. The yield is 0.570. (4) The product is [Cl:1][C:2]1[CH:7]=[CH:6][N:5]=[C:4]2[CH:8]=[C:9]([C:17]([O:19][CH3:20])=[O:18])[S:10][C:3]=12. The catalyst is C1COCC1. The yield is 0.460. The reactants are [Cl:1][C:2]1[CH:7]=[CH:6][N:5]=[C:4]2[CH:8]=[CH:9][S:10][C:3]=12.[Li]CCCC.Cl[C:17]([O:19][CH3:20])=[O:18]. (5) The product is [S:16]1[CH2:15][CH:14]=[C:13]([C:10]2[CH:11]=[CH:12][C:7]([N:6]3[CH2:32][C@H:26]([CH2:27][NH:28][C:29](=[O:31])[CH3:30])[O:25][C:22]3=[O:24])=[CH:8][C:9]=2[F:19])[CH2:18][CH2:17]1. The reactants are CC(C)COC(=O)[NH:6][C:7]1[CH:12]=[CH:11][C:10]([C:13]2[CH2:14][CH2:15][S:16][CH2:17][CH:18]=2)=[C:9]([F:19])[CH:8]=1.[C:22]([O:25][C@H:26]([CH2:32]Cl)[CH2:27][NH:28][C:29](=[O:31])[CH3:30])(=[O:24])C.CC(C)([O-])C.[Li+].C(O)(=O)C. The yield is 0.785. The catalyst is C(C1C=C(C)C=C(C(C)(C)C)C=1O)(C)(C)C.CO.CN(C)C=O.C1(C)C=CC=CC=1. (6) The reactants are [CH:1]([C:4]1[CH:11]=[CH:10][C:7]([CH:8]=O)=[CH:6][CH:5]=1)([CH3:3])[CH3:2].[NH2:12][C:13]1[N:14]=[N:15][C:16]([CH3:19])=[CH:17][CH:18]=1.C([O:22][C:23](=O)[C:24]([OH:35])=[CH:25][C:26](=[O:34])[C:27]1[CH:28]=[C:29]([CH3:33])[CH:30]=[CH:31][CH:32]=1)C. No catalyst specified. The product is [OH:35][C:24]1[C:23](=[O:22])[N:12]([C:13]2[N:14]=[N:15][C:16]([CH3:19])=[CH:17][CH:18]=2)[CH:8]([C:7]2[CH:10]=[CH:11][C:4]([CH:1]([CH3:3])[CH3:2])=[CH:5][CH:6]=2)[C:25]=1[C:26](=[O:34])[C:27]1[CH:32]=[CH:31][CH:30]=[C:29]([CH3:33])[CH:28]=1. The yield is 0.0800. (7) The reactants are C1CCC(N=C=NC2CCCCC2)CC1.[OH:16][N:17]1[C:21](=[O:22])[CH2:20][CH2:19][C:18]1=[O:23].[CH2:24]([C:52]([OH:54])=[O:53])[CH2:25][CH2:26][CH2:27][CH2:28][CH2:29][CH2:30][CH2:31][CH2:32][CH2:33][C:34]([C:49](O)=[O:50])([C:46]([OH:48])=[O:47])[CH2:35][CH2:36][CH2:37][CH2:38][CH2:39][CH2:40][CH2:41][CH2:42][CH2:43][CH:44]=[CH2:45]. The catalyst is C(Cl)Cl.C1COCC1. The product is [O:23]=[C:18]1[CH2:19][CH2:20][C:21](=[O:22])[N:17]1[O:16][C:49]([C:34]([CH2:35][CH2:36][CH2:37][CH2:38][CH2:39][CH2:40][CH2:41][CH2:42][CH2:43][CH:44]=[CH2:45])([CH2:33][CH2:32][CH2:31][CH2:30][CH2:29][CH2:28][CH2:27][CH2:26][CH2:25][CH2:24][C:52]([OH:54])=[O:53])[C:46]([OH:48])=[O:47])=[O:50]. The yield is 0.320. (8) The reactants are [Zn](C)[CH3:2].[CH2:4]([O:11][C:12]([N:14]1[CH2:19][CH2:18][CH2:17][CH:16]([CH:20]=[O:21])[CH2:15]1)=[O:13])[C:5]1[CH:10]=[CH:9][CH:8]=[CH:7][CH:6]=1. The catalyst is CCOCC.CC(C)[O-].CC(C)[O-].CC(C)[O-].CC(C)[O-].[Ti+4]. The product is [CH2:4]([O:11][C:12]([N:14]1[CH2:19][CH2:18][CH2:17][C@@H:16]([C@@H:20]([OH:21])[CH3:2])[CH2:15]1)=[O:13])[C:5]1[CH:10]=[CH:9][CH:8]=[CH:7][CH:6]=1. The yield is 0.510. (9) The reactants are S(=O)(=O)(O)O.[NH:6]1[CH2:14][CH2:13][CH2:12][CH:8]([C:9]([NH2:11])=[O:10])[CH2:7]1.[CH3:15][C:16]1[CH:24]=[CH:23][C:19]([C:20](Cl)=[O:21])=[CH:18][CH:17]=1.[OH-].[Na+]. No catalyst specified. The product is [CH3:15][C:16]1[CH:24]=[CH:23][C:19]([C:20]([N:6]2[CH2:14][CH2:13][CH2:12][C@@H:8]([C:9]([NH2:11])=[O:10])[CH2:7]2)=[O:21])=[CH:18][CH:17]=1. The yield is 0.760.